From a dataset of Reaction yield outcomes from USPTO patents with 853,638 reactions. Predict the reaction yield, written as a fraction of the theoretical maximum amount of product (1.0 means a 100% yield; for example, 0.34 means a 34% yield). (1) The reactants are [NH2:1][C:2]1[C:7]([F:8])=[C:6]([C:9]2[C:17]([F:18])=[C:16]3[C:12]([CH:13]=[CH:14][NH:15]3)=[CH:11][CH:10]=2)[N:5]=[C:4]([C:19]([O:21]C)=[O:20])[C:3]=1[Cl:23].[OH-].[Na+].Cl. The catalyst is CO. The product is [NH2:1][C:2]1[C:7]([F:8])=[C:6]([C:9]2[C:17]([F:18])=[C:16]3[C:12]([CH:13]=[CH:14][NH:15]3)=[CH:11][CH:10]=2)[N:5]=[C:4]([C:19]([OH:21])=[O:20])[C:3]=1[Cl:23]. The yield is 0.790. (2) The catalyst is CN(C=O)C.O. The reactants are CCN(C(C)C)C(C)C.OC(C(F)(F)F)=O.[NH2:17][CH2:18][C:19]([N:21]1[CH2:26][CH2:25][N:24]([C:27](=[O:38])[C:28]2[CH:33]=[CH:32][CH:31]=[CH:30][C:29]=2[C:34]([F:37])([F:36])[F:35])[CH2:23][CH2:22]1)=[O:20].C1C=CC2N(O)N=NC=2C=1.CCN=C=NCCCN(C)C.Cl.[OH:61][C:62]1[CH:70]=[CH:69][C:65]([C:66](O)=[O:67])=[CH:64][N:63]=1. The product is [OH:61][C:62]1[CH:70]=[CH:69][C:65]([C:66]([NH:17][CH2:18][C:19](=[O:20])[N:21]2[CH2:22][CH2:23][N:24]([C:27](=[O:38])[C:28]3[CH:33]=[CH:32][CH:31]=[CH:30][C:29]=3[C:34]([F:37])([F:35])[F:36])[CH2:25][CH2:26]2)=[O:67])=[CH:64][N:63]=1. The yield is 0.565. (3) The product is [CH2:1]([NH:8][CH2:17][C:18]([O:20][CH2:21][CH3:22])=[O:19])[C:2]1[CH:7]=[CH:6][CH:5]=[CH:4][CH:3]=1. The catalyst is C(Cl)(Cl)Cl. The reactants are [CH2:1]([NH2:8])[C:2]1[CH:7]=[CH:6][CH:5]=[CH:4][CH:3]=1.CCN(CC)CC.Br[CH2:17][C:18]([O:20][CH2:21][CH3:22])=[O:19]. The yield is 0.690. (4) The reactants are C[O:2][C:3](=[O:26])[C@@H:4]([N:9]1[CH2:13][C:12]([O:14][C:15]2[C:24]3[C:19](=[CH:20][CH:21]=[CH:22][CH:23]=3)[CH:18]=[CH:17][CH:16]=2)=[CH:11][C:10]1=[O:25])[CH2:5][CH:6]([CH3:8])[CH3:7].O.[OH-].[Li+].Cl. The catalyst is O1CCCC1.O. The product is [CH3:7][CH:6]([CH3:8])[CH2:5][C@H:4]([N:9]1[CH2:13][C:12]([O:14][C:15]2[C:24]3[C:19](=[CH:20][CH:21]=[CH:22][CH:23]=3)[CH:18]=[CH:17][CH:16]=2)=[CH:11][C:10]1=[O:25])[C:3]([OH:26])=[O:2]. The yield is 0.990. (5) The reactants are [OH:1][C:2]1[C:11]([CH3:12])=[C:10]2[C:5]([C:6](=[O:20])[C:7]([C:13]3[CH:18]=[CH:17][CH:16]=[CH:15][C:14]=3O)=[CH:8][O:9]2)=[CH:4][CH:3]=1.[BH4-].[Na+].O.Cl. The catalyst is C(O)C. The product is [CH3:12][C:11]1[C:2]([OH:1])=[CH:3][CH:4]=[C:5]2[C:10]=1[O:9][CH2:8][CH:7]1[C:13]3[CH:18]=[CH:17][CH:16]=[CH:15][C:14]=3[O:20][CH:6]21. The yield is 0.550.